Task: Predict which catalyst facilitates the given reaction.. Dataset: Catalyst prediction with 721,799 reactions and 888 catalyst types from USPTO (1) Reactant: [F:1][C:2]1[CH:3]=[CH:4][C:5]2[N:9]=[C:8]([CH:10]3[CH2:15][CH2:14][O:13][CH2:12][CH2:11]3)[N:7]([C:16]3[C:24]4[O:23][CH2:22][C@@H:21]([NH:25][C:26]5[CH:38]=[CH:37][C:29]6[C@H:30]([CH2:33][C:34]([OH:36])=[O:35])[CH2:31][O:32][C:28]=6[CH:27]=5)[C:20]=4[CH:19]=[CH:18][CH:17]=3)[C:6]=2[CH:39]=1.[OH-].[Na+:41].C(#N)C. Product: [F:1][C:2]1[CH:3]=[CH:4][C:5]2[N:9]=[C:8]([CH:10]3[CH2:15][CH2:14][O:13][CH2:12][CH2:11]3)[N:7]([C:16]3[C:24]4[O:23][CH2:22][C@@H:21]([NH:25][C:26]5[CH:38]=[CH:37][C:29]6[C@H:30]([CH2:33][C:34]([O-:36])=[O:35])[CH2:31][O:32][C:28]=6[CH:27]=5)[C:20]=4[CH:19]=[CH:18][CH:17]=3)[C:6]=2[CH:39]=1.[Na+:41]. The catalyst class is: 6. (2) Reactant: [C:1]([C:3]1[CH:4]=[C:5]([C:10](=[O:27])[CH2:11][N:12]2[CH2:17][CH2:16][N:15]([C:18]([O:20][C:21]([CH3:24])([CH3:23])[CH3:22])=[O:19])[CH2:14][C@@H:13]2[CH2:25][OH:26])[CH:6]=[CH:7][C:8]=1[F:9])#[N:2].[BH4-].[Na+].O. The catalyst class is: 5. Product: [C:1]([C:3]1[CH:4]=[C:5]([CH:10]([OH:27])[CH2:11][N:12]2[CH2:17][CH2:16][N:15]([C:18]([O:20][C:21]([CH3:22])([CH3:24])[CH3:23])=[O:19])[CH2:14][C@@H:13]2[CH2:25][OH:26])[CH:6]=[CH:7][C:8]=1[F:9])#[N:2].